This data is from HIV replication inhibition screening data with 41,000+ compounds from the AIDS Antiviral Screen. The task is: Binary Classification. Given a drug SMILES string, predict its activity (active/inactive) in a high-throughput screening assay against a specified biological target. (1) The compound is c1ccc(CCN(CCc2ccccn2)CCc2ccccn2)nc1. The result is 0 (inactive). (2) The molecule is O=C1C=C2C(=CCOC2O)O1. The result is 0 (inactive). (3) The molecule is O=c1c(O)c(-c2cc(O)c(O)c(O)c2)oc2cc(O)ccc12. The result is 0 (inactive).